Dataset: Full USPTO retrosynthesis dataset with 1.9M reactions from patents (1976-2016). Task: Predict the reactants needed to synthesize the given product. Given the product [CH3:1][S:2]([C:5]1[CH:6]=[CH:7][C:8]([O:14][C@@H:15]([CH3:20])[C:16]([F:19])([F:18])[F:17])=[C:9]([C:10]([N:32]2[CH2:33][CH2:34][N:29]([C:27]3[S:28][C:24]([C:23]([F:36])([F:22])[F:35])=[CH:25][N:26]=3)[CH2:30][CH2:31]2)=[O:12])[CH:13]=1)(=[O:3])=[O:4], predict the reactants needed to synthesize it. The reactants are: [CH3:1][S:2]([C:5]1[CH:6]=[CH:7][C:8]([O:14][C@@H:15]([CH3:20])[C:16]([F:19])([F:18])[F:17])=[C:9]([CH:13]=1)[C:10]([OH:12])=O)(=[O:4])=[O:3].Cl.[F:22][C:23]([F:36])([F:35])[C:24]1[S:28][C:27]([N:29]2[CH2:34][CH2:33][NH:32][CH2:31][CH2:30]2)=[N:26][CH:25]=1.